This data is from Catalyst prediction with 721,799 reactions and 888 catalyst types from USPTO. The task is: Predict which catalyst facilitates the given reaction. (1) Reactant: [Cl:1][C:2]1[C:3]([CH:17]=[CH2:18])=[N:4][CH:5]=[C:6]([CH2:8][O:9][Si](C(C)(C)C)(C)C)[CH:7]=1.CCCC[N+](CCCC)(CCCC)CCCC.[F-]. Product: [Cl:1][C:2]1[CH:7]=[C:6]([CH2:8][OH:9])[CH:5]=[N:4][C:3]=1[CH:17]=[CH2:18]. The catalyst class is: 1. (2) Reactant: [F:1][C:2]1[CH:33]=[CH:32][C:5]([CH2:6][C:7]2[C:16]3[C:11](=[CH:12][CH:13]=[CH:14][CH:15]=3)[C:10]([N:17]3[CH2:22][CH2:21][N:20]([C:23]4[CH:31]=[CH:30][C:26]([C:27](O)=[O:28])=[CH:25][N:24]=4)[CH2:19][CH2:18]3)=[N:9][N:8]=2)=[CH:4][CH:3]=1.C(N(C(C)C)CC)(C)C.CN(C(ON1N=NC2C=CC=CC1=2)=[N+](C)C)C.F[P-](F)(F)(F)(F)F.[CH3:67][NH:68][CH2:69][CH2:70][OH:71]. Product: [F:1][C:2]1[CH:33]=[CH:32][C:5]([CH2:6][C:7]2[C:16]3[C:11](=[CH:12][CH:13]=[CH:14][CH:15]=3)[C:10]([N:17]3[CH2:18][CH2:19][N:20]([C:23]4[CH:31]=[CH:30][C:26]([C:27]([N:68]([CH2:69][CH2:70][OH:71])[CH3:67])=[O:28])=[CH:25][N:24]=4)[CH2:21][CH2:22]3)=[N:9][N:8]=2)=[CH:4][CH:3]=1. The catalyst class is: 3. (3) Reactant: [NH:1]1[CH:5]=[C:4]([C:6]2[CH:7]=[C:8]3[N:14]=[CH:13][N:12]([C:15]4[CH:16]=[C:17]([NH2:29])[CH:18]=[C:19]([C:21]5[CH:26]=[CH:25][C:24]([F:27])=[CH:23][C:22]=5[F:28])[CH:20]=4)[C:9]3=N[CH:11]=2)[N:3]=[N:2]1.N1C=CC=C[CH:31]=1.[CH2:36]([S:38](Cl)(=[O:40])=[O:39])[CH3:37]. Product: [NH:1]1[CH:5]=[C:4]([C:6]2[CH:11]=[CH:31][C:9]3[N:12]([C:15]4[CH:16]=[C:17]([NH:29][S:38]([CH2:36][CH3:37])(=[O:40])=[O:39])[CH:18]=[C:19]([C:21]5[CH:26]=[CH:25][C:24]([F:27])=[CH:23][C:22]=5[F:28])[CH:20]=4)[CH:13]=[N:14][C:8]=3[CH:7]=2)[N:3]=[N:2]1. The catalyst class is: 2. (4) Reactant: [C:1]([N:4]1[C:12]2[C:7](=[CH:8][C:9]([S:13](Cl)(=[O:15])=[O:14])=[CH:10][CH:11]=2)[CH2:6][CH2:5]1)(=[O:3])[CH3:2].N.CC[N:20](CC)CC. Product: [C:1]([N:4]1[C:12]2[C:7](=[CH:8][C:9]([S:13]([NH2:20])(=[O:15])=[O:14])=[CH:10][CH:11]=2)[CH2:6][CH2:5]1)(=[O:3])[CH3:2]. The catalyst class is: 2. (5) Reactant: C([Li])CCC.Br[C:7]1[C:12]([CH2:13][O:14][CH:15]2[CH2:20][CH2:19][CH2:18][CH2:17][O:16]2)=[C:11]([CH2:21][CH2:22][CH3:23])[C:10]([O:24][CH2:25][O:26][CH3:27])=[CH:9][CH:8]=1.[F:28][C:29]([F:37])([F:36])[C:30]([C:32]([F:35])([F:34])[F:33])=[O:31].O. Product: [F:28][C:29]([F:37])([F:36])[C:30]([C:7]1[CH:8]=[CH:9][C:10]([O:24][CH2:25][O:26][CH3:27])=[C:11]([CH2:21][CH2:22][CH3:23])[C:12]=1[CH2:13][O:14][CH:15]1[CH2:20][CH2:19][CH2:18][CH2:17][O:16]1)([OH:31])[C:32]([F:35])([F:34])[F:33]. The catalyst class is: 7. (6) Reactant: CCN(C(C)C)C(C)C.[F:10][C:11]1[CH:16]=[CH:15][CH:14]=[CH:13][C:12]=1[C:17]1[NH:21][N:20]=[C:19]([C:22]([OH:24])=O)[CH:18]=1.C1(C2NN=C(C(O)=O)C=2)C=CC=CC=1.FC1C=CC=CC=1C(=O)C.C1C=CC2N(O)N=NC=2C=1.CCN=C=NCCCN(C)C.Cl.Cl.[NH2:72][CH2:73][C:74]([N:76]1[CH2:81][CH2:80][CH:79]([O:82][C:83]2[CH:88]=[CH:87][CH:86]=[CH:85][C:84]=2[Cl:89])[CH2:78][CH2:77]1)=[O:75]. Product: [Cl:89][C:84]1[CH:85]=[CH:86][CH:87]=[CH:88][C:83]=1[O:82][CH:79]1[CH2:78][CH2:77][N:76]([C:74](=[O:75])[CH2:73][NH:72][C:22]([C:19]2[CH:18]=[C:17]([C:12]3[CH:13]=[CH:14][CH:15]=[CH:16][C:11]=3[F:10])[NH:21][N:20]=2)=[O:24])[CH2:81][CH2:80]1. The catalyst class is: 18.